This data is from TCR-epitope binding with 47,182 pairs between 192 epitopes and 23,139 TCRs. The task is: Binary Classification. Given a T-cell receptor sequence (or CDR3 region) and an epitope sequence, predict whether binding occurs between them. The epitope is YLDAYNMMI. The TCR CDR3 sequence is CSARYGSTCEQYF. Result: 0 (the TCR does not bind to the epitope).